This data is from Full USPTO retrosynthesis dataset with 1.9M reactions from patents (1976-2016). The task is: Predict the reactants needed to synthesize the given product. Given the product [C:2]([O:5][C@H:6]1[C@H:11]([NH:12][C:36](=[O:37])[CH2:35][O:34][CH3:33])[C@@H:10]([O:13][C:14](=[O:16])[CH3:15])[C@H:9]([O:17][C:18](=[O:20])[CH3:19])[C@@H:8]([CH2:21][O:22][C:23](=[O:25])[CH3:24])[O:7]1)(=[O:4])[CH3:3], predict the reactants needed to synthesize it. The reactants are: Cl.[C:2]([O:5][C@H:6]1[C@H:11]([NH2:12])[C@@H:10]([O:13][C:14](=[O:16])[CH3:15])[C@H:9]([O:17][C:18](=[O:20])[CH3:19])[C@@H:8]([CH2:21][O:22][C:23](=[O:25])[CH3:24])[O:7]1)(=[O:4])[CH3:3].C(N(CC)CC)C.[CH3:33][O:34][CH2:35][C:36](Cl)=[O:37].